From a dataset of Forward reaction prediction with 1.9M reactions from USPTO patents (1976-2016). Predict the product of the given reaction. The product is: [CH3:8][N:9]([CH2:12][C:2]1[CH:3]=[C:4]([CH:19]=[C:20]([F:22])[CH:21]=1)[O:5][CH:6]1[CH2:11][CH2:10][N:9]([C:12]([O:14][C:15]([CH3:18])([CH3:17])[CH3:16])=[O:13])[CH2:8][CH2:7]1)[CH3:10]. Given the reactants Br[C:2]1[CH:3]=[C:4]([CH:19]=[C:20]([F:22])[CH:21]=1)[O:5][CH:6]1[CH2:11][CH2:10][N:9]([C:12]([O:14][C:15]([CH3:18])([CH3:17])[CH3:16])=[O:13])[CH2:8][CH2:7]1.C(=O)([O-])[O-].[Cs+].[Cs+].C1(P(C2CCCCC2)C2C=CC=CC=2C2C(C(C)C)=CC(C(C)C)=CC=2C(C)C)CCCCC1.O, predict the reaction product.